Dataset: NCI-60 drug combinations with 297,098 pairs across 59 cell lines. Task: Regression. Given two drug SMILES strings and cell line genomic features, predict the synergy score measuring deviation from expected non-interaction effect. (1) Drug 1: C1CN1P(=S)(N2CC2)N3CC3. Drug 2: C1=NC(=NC(=O)N1C2C(C(C(O2)CO)O)O)N. Cell line: MDA-MB-231. Synergy scores: CSS=13.7, Synergy_ZIP=-7.97, Synergy_Bliss=-2.11, Synergy_Loewe=-4.32, Synergy_HSA=-2.04. (2) Drug 1: C1C(C(OC1N2C=C(C(=O)NC2=O)F)CO)O. Drug 2: C1C(C(OC1N2C=NC3=C(N=C(N=C32)Cl)N)CO)O. Cell line: NCI-H322M. Synergy scores: CSS=1.66, Synergy_ZIP=-2.81, Synergy_Bliss=-1.33, Synergy_Loewe=-8.98, Synergy_HSA=-4.13. (3) Drug 1: C1=NC2=C(N=C(N=C2N1C3C(C(C(O3)CO)O)F)Cl)N. Drug 2: C1CN(CCN1C(=O)CCBr)C(=O)CCBr. Cell line: COLO 205. Synergy scores: CSS=16.1, Synergy_ZIP=-7.03, Synergy_Bliss=0.431, Synergy_Loewe=1.51, Synergy_HSA=-0.289.